Predict the product of the given reaction. From a dataset of Forward reaction prediction with 1.9M reactions from USPTO patents (1976-2016). (1) The product is: [Cl:31][C:10]1[C:9]2[C:14](=[CH:15][CH:16]=[C:7]([C:39]([C:38]3[C:33]([CH3:32])=[N:34][C:35]([CH3:47])=[CH:36][CH:37]=3)([C:41]3[N:45]([CH3:46])[N:44]=[N:43][CH:42]=3)[OH:40])[CH:8]=2)[N:13]=[C:12]([O:17][CH3:18])[C:11]=1[CH2:19][O:20][Si:21]([CH:28]([CH3:30])[CH3:29])([CH:25]([CH3:27])[CH3:26])[CH:22]([CH3:24])[CH3:23]. Given the reactants C([Li])CCC.Br[C:7]1[CH:8]=[C:9]2[C:14](=[CH:15][CH:16]=1)[N:13]=[C:12]([O:17][CH3:18])[C:11]([CH2:19][O:20][Si:21]([CH:28]([CH3:30])[CH3:29])([CH:25]([CH3:27])[CH3:26])[CH:22]([CH3:24])[CH3:23])=[C:10]2[Cl:31].[CH3:32][C:33]1[C:38]([C:39]([C:41]2[N:45]([CH3:46])[N:44]=[N:43][CH:42]=2)=[O:40])=[CH:37][CH:36]=[C:35]([CH3:47])[N:34]=1, predict the reaction product. (2) Given the reactants [Cl:1][CH2:2][C:3]1[CH:11]=[CH:10][CH:9]=[CH:8][C:4]=1[C:5]([Cl:7])=O.Cl.[CH3:13][O:14][NH2:15].N1C=CC=CC=1.Cl.P(Cl)(Cl)(Cl)(Cl)Cl.C(=O)(O)[O-].[Na+], predict the reaction product. The product is: [Cl:1][CH2:2][C:3]1[CH:11]=[CH:10][CH:9]=[CH:8][C:4]=1[C:5]([Cl:7])=[N:15][O:14][CH3:13].